From a dataset of Catalyst prediction with 721,799 reactions and 888 catalyst types from USPTO. Predict which catalyst facilitates the given reaction. (1) Reactant: [C:1]([C:3]1[C:4]([C:27]2[CH:28]=[N:29][C:30]([O:33]C)=[CH:31][CH:32]=2)=[N:5][C:6]([NH:10][C:11]([C:13]2([C:16]3[CH:26]=[CH:25][C:19]4[O:20][C:21]([F:24])([F:23])[O:22][C:18]=4[CH:17]=3)[CH2:15][CH2:14]2)=[O:12])=[CH:7][C:8]=1[CH3:9])#[N:2].I[Si](C)(C)C. Product: [C:1]([C:3]1[C:8]([CH3:9])=[CH:7][C:6]([NH:10][C:11]([C:13]2([C:16]3[CH:26]=[CH:25][C:19]4[O:20][C:21]([F:24])([F:23])[O:22][C:18]=4[CH:17]=3)[CH2:14][CH2:15]2)=[O:12])=[N:5][C:4]=1[C:27]1[CH:32]=[CH:31][C:30](=[O:33])[NH:29][CH:28]=1)#[N:2]. The catalyst class is: 10. (2) Product: [NH2:88][CH2:87][CH2:86][O:85][CH2:84][CH2:83][O:82][CH2:81][CH2:80][O:79][CH2:78][CH2:77][NH:76][C:35]([C:34]1[CH:38]=[CH:39][C:31]([NH:30][C:28]([C@H:9]2[C@H:8]([C:4]3[CH:5]=[CH:6][CH:7]=[C:2]([Cl:1])[C:3]=3[F:42])[C@:12]([C:15]3[CH:20]=[CH:19][C:18]([Cl:21])=[CH:17][C:16]=3[F:22])([C:13]#[N:14])[C@H:11]([CH2:23][C:24]([CH3:26])([CH3:25])[CH3:27])[NH:10]2)=[O:29])=[C:32]([O:40][CH3:41])[CH:33]=1)=[O:37]. The catalyst class is: 7. Reactant: [Cl:1][C:2]1[C:3]([F:42])=[C:4]([C@@H:8]2[C@:12]([C:15]3[CH:20]=[CH:19][C:18]([Cl:21])=[CH:17][C:16]=3[F:22])([C:13]#[N:14])[C@H:11]([CH2:23][C:24]([CH3:27])([CH3:26])[CH3:25])[NH:10][C@H:9]2[C:28]([NH:30][C:31]2[CH:39]=[CH:38][C:34]([C:35]([OH:37])=O)=[CH:33][C:32]=2[O:40][CH3:41])=[O:29])[CH:5]=[CH:6][CH:7]=1.CN(C(ON1N=NC2C=CC=CC1=2)=[N+](C)C)C.F[P-](F)(F)(F)(F)F.CCN(C(C)C)C(C)C.[NH2:76][CH2:77][CH2:78][O:79][CH2:80][CH2:81][O:82][CH2:83][CH2:84][O:85][CH2:86][CH2:87][NH2:88]. (3) Reactant: [CH3:1][C:2]([OH:7])([CH3:6])[CH2:3][CH2:4][OH:5].C(N(CC)CC)C.[CH3:15][S:16](Cl)(=[O:18])=[O:17]. Product: [CH3:15][S:16]([O:5][CH2:4][CH2:3][C:2]([OH:7])([CH3:6])[CH3:1])(=[O:18])=[O:17]. The catalyst class is: 4.